The task is: Predict the product of the given reaction.. This data is from Forward reaction prediction with 1.9M reactions from USPTO patents (1976-2016). (1) Given the reactants Cl[CH2:2][CH2:3][CH2:4][C:5]([O:7][CH:8]1[CH2:14][CH2:13][CH2:12][N:11]([C:15](=[O:33])[C:16]2[CH:21]=[CH:20][C:19]([NH:22][C:23](=[O:31])[C:24]3[CH:29]=[CH:28][CH:27]=[CH:26][C:25]=3[CH3:30])=[CH:18][C:17]=2[CH3:32])[C:10]2[CH:34]=[CH:35][C:36]([Cl:38])=[CH:37][C:9]1=2)=[O:6].[C:39]([N:42]1[CH2:47][CH2:46][NH:45][CH2:44][CH2:43]1)(=[O:41])[CH3:40].[I-].[Na+].C(=O)([O-])[O-].[Na+].[Na+], predict the reaction product. The product is: [C:39]([N:42]1[CH2:47][CH2:46][N:45]([CH2:2][CH2:3][CH2:4][C:5]([O:7][CH:8]2[CH2:14][CH2:13][CH2:12][N:11]([C:15](=[O:33])[C:16]3[CH:21]=[CH:20][C:19]([NH:22][C:23](=[O:31])[C:24]4[CH:29]=[CH:28][CH:27]=[CH:26][C:25]=4[CH3:30])=[CH:18][C:17]=3[CH3:32])[C:10]3[CH:34]=[CH:35][C:36]([Cl:38])=[CH:37][C:9]2=3)=[O:6])[CH2:44][CH2:43]1)(=[O:41])[CH3:40]. (2) Given the reactants [Br:1][C:2]1[CH:7]=[CH:6][C:5]([N:8]2[CH2:12][CH2:11][C@H:10]([OH:13])[CH2:9]2)=[CH:4][CH:3]=1.[CH3:14][C:15]([Si:18](Cl)([CH3:20])[CH3:19])([CH3:17])[CH3:16].N1C=CN=C1.[NH4+].[Cl-], predict the reaction product. The product is: [Br:1][C:2]1[CH:7]=[CH:6][C:5]([N:8]2[CH2:12][CH2:11][C@H:10]([O:13][Si:18]([C:15]([CH3:17])([CH3:16])[CH3:14])([CH3:20])[CH3:19])[CH2:9]2)=[CH:4][CH:3]=1. (3) Given the reactants [N:1]1([C:7]2[N:8]=[C:9]([CH2:14][C:15]([O-:17])=O)[NH:10][C:11](=[O:13])[CH:12]=2)[CH2:6][CH2:5][O:4][CH2:3][CH2:2]1.[Na+].[NH2:19][C:20]1[CH:25]=[CH:24][CH:23]=[CH:22][C:21]=1[OH:26], predict the reaction product. The product is: [OH:26][C:21]1[CH:22]=[CH:23][CH:24]=[CH:25][C:20]=1[NH:19][C:15](=[O:17])[CH2:14][C:9]1[NH:10][C:11](=[O:13])[CH:12]=[C:7]([N:1]2[CH2:2][CH2:3][O:4][CH2:5][CH2:6]2)[N:8]=1. (4) Given the reactants [CH3:1][S:2]([C:5]1[CH:10]=[CH:9][CH:8]=[CH:7][C:6]=1[S:11](Cl)(=[O:13])=[O:12])(=[O:4])=[O:3].[NH2:15][C:16]1[CH:17]=[C:18]2[C:22](=[CH:23][C:24]=1[CH3:25])[NH:21][N:20]=[C:19]2[C:26]1[CH:31]=[CH:30][CH:29]=[CH:28][CH:27]=1, predict the reaction product. The product is: [CH3:1][S:2]([C:5]1[CH:10]=[CH:9][CH:8]=[CH:7][C:6]=1[S:11]([NH:15][C:16]1[CH:17]=[C:18]2[C:22](=[CH:23][C:24]=1[CH3:25])[NH:21][N:20]=[C:19]2[C:26]1[CH:27]=[CH:28][CH:29]=[CH:30][CH:31]=1)(=[O:13])=[O:12])(=[O:4])=[O:3]. (5) Given the reactants O[C:2]1[N:7]2[N:8]=[CH:9][CH:10]=[C:6]2[N:5]=[CH:4][C:3]=1[C:11]([O:13][CH2:14][CH3:15])=[O:12].[Cl:16][C:17]1[CH:23]=[CH:22][C:21]([Cl:24])=[CH:20][C:18]=1[NH2:19], predict the reaction product. The product is: [Cl:16][C:17]1[CH:23]=[CH:22][C:21]([Cl:24])=[CH:20][C:18]=1[NH:19][C:2]1[N:7]2[N:8]=[CH:9][CH:10]=[C:6]2[N:5]=[CH:4][C:3]=1[C:11]([O:13][CH2:14][CH3:15])=[O:12]. (6) Given the reactants [CH2:1]=[C:2]1[CH2:7][O:6][C@H:5]([C:8]2[CH:13]=[C:12]([F:14])[C:11]([F:15])=[CH:10][C:9]=2[F:16])[C@@H:4]([N+:17]([O-])=O)[CH2:3]1.Cl.CCOCC.[OH-].[Na+], predict the reaction product. The product is: [CH2:1]=[C:2]1[CH2:7][O:6][C@H:5]([C:8]2[CH:13]=[C:12]([F:14])[C:11]([F:15])=[CH:10][C:9]=2[F:16])[C@@H:4]([NH2:17])[CH2:3]1.